Dataset: Reaction yield outcomes from USPTO patents with 853,638 reactions. Task: Predict the reaction yield, written as a fraction of the theoretical maximum amount of product (1.0 means a 100% yield; for example, 0.34 means a 34% yield). (1) The reactants are [CH3:1][O:2][C:3]1[CH:4]=[CH:5][C:6]([N+:12]([O-:14])=[O:13])=[C:7]([CH:11]=1)[C:8](O)=[O:9].O=S(Cl)Cl.[BH4-].[Na+]. The catalyst is C1COCC1.CN(C=O)C. The product is [CH3:1][O:2][C:3]1[CH:4]=[CH:5][C:6]([N+:12]([O-:14])=[O:13])=[C:7]([CH2:8][OH:9])[CH:11]=1. The yield is 0.660. (2) The reactants are Br[C:2]1[CH:10]=[C:9]([C:11]([F:14])([F:13])[F:12])[CH:8]=[C:7]2[C:3]=1[CH:4]=[N:5][N:6]2[CH:15]1[CH2:20][CH2:19][CH2:18][CH2:17][O:16]1.[CH3:21][N:22]1C(=O)CCC1. The catalyst is [C-]#N.[C-]#N.[Zn+2].C1C=CC([P]([Pd]([P](C2C=CC=CC=2)(C2C=CC=CC=2)C2C=CC=CC=2)([P](C2C=CC=CC=2)(C2C=CC=CC=2)C2C=CC=CC=2)[P](C2C=CC=CC=2)(C2C=CC=CC=2)C2C=CC=CC=2)(C2C=CC=CC=2)C2C=CC=CC=2)=CC=1. The product is [O:16]1[CH2:17][CH2:18][CH2:19][CH2:20][CH:15]1[N:6]1[C:7]2[CH:8]=[C:9]([C:11]([F:14])([F:13])[F:12])[CH:10]=[C:2]([C:21]#[N:22])[C:3]=2[CH:4]=[N:5]1. The yield is 0.790. (3) The product is [OH:20][NH:19][C:11](=[O:12])[C:10]1[CH:15]=[CH:16][CH:17]=[CH:18][C:9]=1[C:8]#[C:7][C:1]1[CH:6]=[CH:5][CH:4]=[CH:3][CH:2]=1. The yield is 0.430. The catalyst is C1COCC1.CO. The reactants are [C:1]1([C:7]#[C:8][C:9]2[CH:18]=[CH:17][CH:16]=[CH:15][C:10]=2[C:11](OC)=[O:12])[CH:6]=[CH:5][CH:4]=[CH:3][CH:2]=1.[NH2:19][OH:20].[OH-].[K+]. (4) The reactants are [OH-].[K+].[CH3:3][C:4]1([CH3:30])[CH2:8][O:7][C:6]([C:9]2[CH:14]=[CH:13][C:12]([C:15]([OH:29])([C:23]3[CH:28]=[CH:27][CH:26]=[CH:25][CH:24]=3)[C:16]3[CH:17]=[C:18]([OH:22])[CH:19]=[CH:20][CH:21]=3)=[CH:11][CH:10]=2)=[N:5]1.[C:31]([O:35][C:36](=[O:42])[NH:37][CH2:38][CH2:39][CH2:40]Br)([CH3:34])([CH3:33])[CH3:32]. The catalyst is CS(C)=O. The product is [C:31]([O:35][C:36](=[O:42])[NH:37][CH2:38][CH2:39][CH2:40][O:22][C:18]1[CH:19]=[CH:20][CH:21]=[C:16]([C:15]([C:12]2[CH:11]=[CH:10][C:9]([C:6]3[O:7][CH2:8][C:4]([CH3:30])([CH3:3])[N:5]=3)=[CH:14][CH:13]=2)([OH:29])[C:23]2[CH:24]=[CH:25][CH:26]=[CH:27][CH:28]=2)[CH:17]=1)([CH3:34])([CH3:33])[CH3:32]. The yield is 1.00.